Dataset: Full USPTO retrosynthesis dataset with 1.9M reactions from patents (1976-2016). Task: Predict the reactants needed to synthesize the given product. (1) Given the product [NH2:20][C:19]1[N:2]([C:4]2[CH:9]=[CH:8][CH:7]=[C:6]([O:10][CH3:11])[N:5]=2)[N:3]=[CH:15][C:16]=1[C:17]#[N:18], predict the reactants needed to synthesize it. The reactants are: Cl.[NH:2]([C:4]1[CH:9]=[CH:8][CH:7]=[C:6]([O:10][CH3:11])[N:5]=1)[NH2:3].C(O[CH:15]=[C:16]([C:19]#[N:20])[C:17]#[N:18])C.C(N(CC)CC)C. (2) The reactants are: [OH:1][C:2]1[CH:9]=[C:8]([OH:10])[CH:7]=[CH:6][C:3]=1[CH:4]=[O:5].[Br:11][CH2:12][CH2:13][O:14][CH2:15][CH2:16]Br.C(=O)([O-])[O-].[K+].[K+]. Given the product [Br:11][CH2:12][CH2:13][O:14][CH2:15][CH2:16][O:10][C:8]1[CH:7]=[CH:6][C:3]([CH:4]=[O:5])=[C:2]([OH:1])[CH:9]=1, predict the reactants needed to synthesize it.